Dataset: Catalyst prediction with 721,799 reactions and 888 catalyst types from USPTO. Task: Predict which catalyst facilitates the given reaction. (1) Reactant: CO[C:3]([C:5]1[N:6]([CH3:17])[CH2:7][C:8]2[CH:9]=[CH:10][CH:11]=[N:12][C:13]=2[C:14]=1[O:15]C)=[O:4].[Cl:18][C:19]1[CH:20]=[C:21]([CH:24]=[C:25]([Cl:27])[CH:26]=1)[CH2:22][NH2:23].[Cl-].[Al+3].[Cl-].[Cl-].C([O-])(O)=O.[Na+].C(N(CC(O)=O)CC(O)=O)CN(CC(O)=O)CC(O)=O. Product: [Cl:18][C:19]1[CH:20]=[C:21]([CH:24]=[C:25]([Cl:27])[CH:26]=1)[CH2:22][NH:23][C:3]([C:5]1[N:6]([CH3:17])[CH2:7][C:8]2[CH:9]=[CH:10][CH:11]=[N:12][C:13]=2[C:14]=1[OH:15])=[O:4]. The catalyst class is: 11. (2) Reactant: [H-].[Na+].[CH3:3][C:4]1[CH:5]=[C:6]([CH:25]=[CH:26][C:27]=1[CH3:28])[C:7]([C:9]1[C:18](=[O:19])[C:17]2[CH:16]=[C:15]3[O:20][C:21]([F:24])([F:23])[O:22][C:14]3=[CH:13][C:12]=2[NH:11][CH:10]=1)=[O:8].[F:29][C:30]1[CH:37]=[CH:36][CH:35]=[CH:34][C:31]=1[CH2:32]Br. Product: [CH3:3][C:4]1[CH:5]=[C:6]([CH:25]=[CH:26][C:27]=1[CH3:28])[C:7]([C:9]1[C:18](=[O:19])[C:17]2[CH:16]=[C:15]3[O:20][C:21]([F:23])([F:24])[O:22][C:14]3=[CH:13][C:12]=2[N:11]([CH2:32][C:31]2[CH:34]=[CH:35][CH:36]=[CH:37][C:30]=2[F:29])[CH:10]=1)=[O:8]. The catalyst class is: 9. (3) Reactant: [Cl:1][C:2]1[N:3]=[C:4]([Cl:23])[C:5]2[C:10]([CH3:12])([CH3:11])[C:9](=O)[N:8]([CH2:14][C:15]3[CH:20]=[CH:19][C:18]([O:21][CH3:22])=[CH:17][CH:16]=3)[C:6]=2[N:7]=1.B#B.CO. Product: [Cl:1][C:2]1[N:3]=[C:4]([Cl:23])[C:5]2[C:10]([CH3:12])([CH3:11])[CH2:9][N:8]([CH2:14][C:15]3[CH:20]=[CH:19][C:18]([O:21][CH3:22])=[CH:17][CH:16]=3)[C:6]=2[N:7]=1. The catalyst class is: 7.